Dataset: Catalyst prediction with 721,799 reactions and 888 catalyst types from USPTO. Task: Predict which catalyst facilitates the given reaction. (1) Reactant: Cl.[S:2]([N:12]1[C:16]2=[N:17][CH:18]=[C:19]([NH2:21])[N:20]=[C:15]2[CH:14]=[CH:13]1)([C:5]1[CH:11]=[CH:10][C:8]([CH3:9])=[CH:7][CH:6]=1)(=[O:4])=[O:3].Br[CH2:23][C:24]([CH:26]1[CH2:31][CH2:30][CH2:29][CH2:28][CH2:27]1)=O.CCN(C(C)C)C(C)C. Product: [CH:26]1([C:24]2[N:21]=[C:19]3[CH:18]=[N:17][C:16]4[N:12]([S:2]([C:5]5[CH:6]=[CH:7][C:8]([CH3:9])=[CH:10][CH:11]=5)(=[O:3])=[O:4])[CH:13]=[CH:14][C:15]=4[N:20]3[CH:23]=2)[CH2:31][CH2:30][CH2:29][CH2:28][CH2:27]1. The catalyst class is: 114. (2) Reactant: [F:1][C:2]1[CH:7]=[CH:6][C:5]([C:8]2[CH:12]=[C:11]([OH:13])[NH:10][N:9]=2)=[CH:4][CH:3]=1.C([O-])([O-])=O.[K+].[K+].CS(O[CH2:25][C:26]([F:34])([F:33])[CH2:27]OS(C)(=O)=O)(=O)=O. Product: [F:33][C:26]1([F:34])[CH2:27][O:13][C:11]2=[CH:12][C:8]([C:5]3[CH:4]=[CH:3][C:2]([F:1])=[CH:7][CH:6]=3)=[N:9][N:10]2[CH2:25]1. The catalyst class is: 18. (3) Reactant: S(O)(O)(=O)=O.[NH:6]1[CH:10]=[CH:9][N:8]=[C:7]1[NH2:11].[F:12][C:13]1[CH:18]=[CH:17][CH:16]=[CH:15][C:14]=1[CH:19]([C:25](OCC)=[O:26])[C:20](OCC)=[O:21].N12CCCN=C1CCCCC2. Product: [F:12][C:13]1[CH:18]=[CH:17][CH:16]=[CH:15][C:14]=1[C:19]1[C:25]([OH:26])=[N:11][C:7]2[N:6]([CH:10]=[CH:9][N:8]=2)[C:20]=1[OH:21]. The catalyst class is: 3. (4) Reactant: [CH2:1]([NH:3][CH2:4][CH2:5][NH:6][CH2:7][CH3:8])[CH3:2].[C:9](O[C:9]([O:11][C:12]([CH3:15])([CH3:14])[CH3:13])=[O:10])([O:11][C:12]([CH3:15])([CH3:14])[CH3:13])=[O:10]. Product: [C:12]([O:11][C:9](=[O:10])[N:3]([CH2:1][CH3:2])[CH2:4][CH2:5][NH:6][CH2:7][CH3:8])([CH3:15])([CH3:14])[CH3:13]. The catalyst class is: 7.